Dataset: Full USPTO retrosynthesis dataset with 1.9M reactions from patents (1976-2016). Task: Predict the reactants needed to synthesize the given product. (1) Given the product [Cl:7][C:8]1[CH:9]=[CH:10][C:11]([O:44][CH:45]([F:46])[F:47])=[C:12]([C:14]2[C:18]([NH:19][C:20]([C:22]3[CH:23]=[N:24][N:25]4[CH:30]=[CH:29][CH:28]=[N:27][C:26]=34)=[O:21])=[CH:17][N:16]([CH2:31][C:32]([N:34]3[CH2:35][CH2:36][CH:37]([C:40]([OH:42])=[O:41])[CH2:38][CH2:39]3)=[O:33])[N:15]=2)[CH:13]=1, predict the reactants needed to synthesize it. The reactants are: C([O-])([O-])=O.[K+].[K+].[Cl:7][C:8]1[CH:9]=[CH:10][C:11]([O:44][CH:45]([F:47])[F:46])=[C:12]([C:14]2[C:18]([NH:19][C:20]([C:22]3[CH:23]=[N:24][N:25]4[CH:30]=[CH:29][CH:28]=[N:27][C:26]=34)=[O:21])=[CH:17][N:16]([CH2:31][C:32]([N:34]3[CH2:39][CH2:38][CH:37]([C:40]([O:42]C)=[O:41])[CH2:36][CH2:35]3)=[O:33])[N:15]=2)[CH:13]=1.Cl. (2) Given the product [NH2:17][C:8]1[CH:9]=[C:10]([CH:15]=[CH:16][C:7]=1[CH2:5][CH3:6])[C:11]([O:13][CH3:14])=[O:12], predict the reactants needed to synthesize it. The reactants are: C([O-])=O.[NH4+].[CH2:5]([C:7]1[CH:16]=[CH:15][C:10]([C:11]([O:13][CH3:14])=[O:12])=[CH:9][C:8]=1[N+:17]([O-])=O)[CH3:6]. (3) Given the product [F:21][C:22]1[CH:27]=[CH:26][CH:25]=[CH:24][C:23]=1[C:2]1[N:7]=[CH:6][N:5]=[C:4]([N:8]2[CH2:13][CH2:12][N:11]([C:14]([O:16][C:17]([CH3:20])([CH3:19])[CH3:18])=[O:15])[CH2:10][CH2:9]2)[CH:3]=1, predict the reactants needed to synthesize it. The reactants are: Cl[C:2]1[N:7]=[CH:6][N:5]=[C:4]([N:8]2[CH2:13][CH2:12][N:11]([C:14]([O:16][C:17]([CH3:20])([CH3:19])[CH3:18])=[O:15])[CH2:10][CH2:9]2)[CH:3]=1.[F:21][C:22]1[CH:27]=[CH:26][CH:25]=[CH:24][C:23]=1OB(O)O.C(=O)([O-])[O-].[Na+].[Na+].C1(C)C=CC=CC=1. (4) Given the product [F:14][C:15]1[C:20]([F:21])=[CH:19][CH:18]=[CH:17][C:16]=1[C:22]1[N:30]=[C:25]2[CH:26]=[N:27][N:28]([CH2:2][C:3]3[CH:8]=[CH:7][CH:6]=[C:5]([O:9][C:10]([F:13])([F:12])[F:11])[CH:4]=3)[CH:29]=[C:24]2[N:23]=1, predict the reactants needed to synthesize it. The reactants are: Cl[CH2:2][C:3]1[CH:8]=[CH:7][CH:6]=[C:5]([O:9][C:10]([F:13])([F:12])[F:11])[CH:4]=1.[F:14][C:15]1[C:20]([F:21])=[CH:19][CH:18]=[CH:17][C:16]=1[C:22]1[N:30]=[C:25]2[CH:26]=[N:27][NH:28][CH:29]=[C:24]2[N:23]=1. (5) Given the product [OH:20][C@@H:17]1[CH2:16][C@H:15]([CH2:24][CH2:25][C:26]([NH2:28])=[O:27])[C@:14]([C@H:13]2[CH2:12][CH2:11][C@@:10]3([CH3:30])[C@@H:6]([CH2:7][CH2:8][C:9]3=[CH2:31])[C@@H:5]2[OH:4])([CH3:29])[CH2:19][CH2:18]1, predict the reactants needed to synthesize it. The reactants are: C([O:4][C@@H:5]1[C@@H:13]([C@@:14]2([CH3:29])[CH2:19][CH2:18][C@H:17]([O:20]C(=O)C)[CH2:16][C@@H:15]2[CH2:24][CH2:25][C:26]([NH2:28])=[O:27])[CH2:12][CH2:11][C@@:10]2([CH3:30])[C@H:6]1[CH2:7][CH2:8][C:9]2=[CH2:31])(=O)C.C[O-].[Na+]. (6) Given the product [CH2:1]([O:8][C:9]1[CH:10]=[C:11]([CH2:23][OH:24])[CH:12]=[C:13]([C:15]2[C:16]([CH3:22])=[CH:17][CH:18]=[CH:19][C:20]=2[CH3:21])[CH:14]=1)[C:2]1[CH:7]=[CH:6][CH:5]=[CH:4][CH:3]=1, predict the reactants needed to synthesize it. The reactants are: [CH2:1]([O:8][C:9]1[CH:10]=[C:11]([C:23](OC)=[O:24])[CH:12]=[C:13]([C:15]2[C:20]([CH3:21])=[CH:19][CH:18]=[CH:17][C:16]=2[CH3:22])[CH:14]=1)[C:2]1[CH:7]=[CH:6][CH:5]=[CH:4][CH:3]=1.[H-].[Al+3].[Li+].[H-].[H-].[H-].O.O.O.O.O.O.O.O.O.O.S([O-])([O-])(=O)=O.[Na+].[Na+]. (7) Given the product [Br:1][C:2]1[CH:7]=[CH:6][C:5]([C:8]2[NH:43][C:33]3[C:34]([C:9]=2[CH2:10][CH2:11][CH2:12][N:13]2[CH2:18][CH2:17][CH:16]([C:19]4[CH:20]=[C:21]([NH:25][C:26](=[O:30])[CH:27]([CH3:29])[CH3:28])[CH:22]=[CH:23][CH:24]=4)[CH2:15][CH2:14]2)=[CH:35][CH:36]=[C:37]2[CH:38]=[CH:39][CH:40]=[CH:41][C:42]=32)=[CH:4][CH:3]=1, predict the reactants needed to synthesize it. The reactants are: [Br:1][C:2]1[CH:7]=[CH:6][C:5]([C:8](=O)[CH2:9][CH2:10][CH2:11][CH2:12][N:13]2[CH2:18][CH2:17][CH:16]([C:19]3[CH:20]=[C:21]([NH:25][C:26](=[O:30])[CH:27]([CH3:29])[CH3:28])[CH:22]=[CH:23][CH:24]=3)[CH2:15][CH2:14]2)=[CH:4][CH:3]=1.Cl.[C:33]1([NH:43]N)[C:42]2[C:37](=[CH:38][CH:39]=[CH:40][CH:41]=2)[CH:36]=[CH:35][CH:34]=1.